This data is from Forward reaction prediction with 1.9M reactions from USPTO patents (1976-2016). The task is: Predict the product of the given reaction. (1) Given the reactants C(N(CC)CC)C.[O:8]([C:15]1[CH:22]=[CH:21][C:18]([CH:19]=O)=[CH:17][CH:16]=1)[C:9]1[CH:14]=[CH:13][CH:12]=[CH:11][CH:10]=1.[Cl-].[NH2:24][C:25](=[O:33])[CH2:26][N+:27]1[CH:32]=[CH:31][CH:30]=[CH:29][CH:28]=1.[C:34]([CH2:36][C:37](OCC)=[O:38])#[N:35], predict the reaction product. The product is: [C:34]([C:36]1[C@@H:19]([C:18]2[CH:21]=[CH:22][C:15]([O:8][C:9]3[CH:14]=[CH:13][CH:12]=[CH:11][CH:10]=3)=[CH:16][CH:17]=2)[C@H:26]([N+:27]2[CH:32]=[CH:31][CH:30]=[CH:29][CH:28]=2)[C:25](=[O:33])[NH:24][C:37]=1[O-:38])#[N:35]. (2) Given the reactants C[N:2](C)/[CH:3]=[CH:4]/[C:5]([C:7]1[C:12](=[O:13])[CH:11]=[CH:10][N:9]([C:14]2[CH:19]=[CH:18][CH:17]=[C:16]([S:20]([CH3:23])(=[O:22])=[O:21])[CH:15]=2)[N:8]=1)=O.[F:25][C:26]1([F:37])[O:30][C:29]2[CH:31]=[CH:32][CH:33]=[C:34]([NH:35]N)[C:28]=2[O:27]1.N([O-])=O.[Na+].[Sn](Cl)Cl, predict the reaction product. The product is: [F:37][C:26]1([F:25])[O:30][C:29]2[CH:31]=[CH:32][CH:33]=[C:34]([N:35]3[C:5]([C:7]4[C:12](=[O:13])[CH:11]=[CH:10][N:9]([C:14]5[CH:19]=[CH:18][CH:17]=[C:16]([S:20]([CH3:23])(=[O:22])=[O:21])[CH:15]=5)[N:8]=4)=[CH:4][CH:3]=[N:2]3)[C:28]=2[O:27]1. (3) Given the reactants [CH3:1][N:2]([C@@H:13]1[CH2:22][C:21]2[C:16](=[CH:17][CH:18]=[CH:19][CH:20]=2)[NH:15][CH2:14]1)[C:3](=[O:12])[O:4][CH2:5][C:6]1[CH:11]=[CH:10][CH:9]=[CH:8][CH:7]=1.C(N(CC)CC)C.[C:30](Cl)(Cl)=[O:31].Cl.[O:35]([NH2:37])[CH3:36], predict the reaction product. The product is: [CH3:1][N:2]([C@@H:13]1[CH2:22][C:21]2[C:16](=[CH:17][CH:18]=[CH:19][CH:20]=2)[N:15]([C:30]([NH:37][O:35][CH3:36])=[O:31])[CH2:14]1)[C:3](=[O:12])[O:4][CH2:5][C:6]1[CH:7]=[CH:8][CH:9]=[CH:10][CH:11]=1. (4) The product is: [Br:1][C:2]1[CH:3]=[C:4]([CH:8]=[C:9]([S:12]([N:18]2[CH2:19][CH2:21][CH2:24][CH2:22]2)(=[O:14])=[O:13])[C:10]=1[F:11])[C:5]([OH:7])=[O:6]. Given the reactants [Br:1][C:2]1[CH:3]=[C:4]([CH:8]=[C:9]([S:12](Cl)(=[O:14])=[O:13])[C:10]=1[F:11])[C:5]([OH:7])=[O:6].CC[N:18]([CH:22]([CH3:24])C)[CH:19]([CH3:21])C.N1CCCC1, predict the reaction product. (5) Given the reactants [C:1]([O:5][C:6]([NH:8][CH2:9][CH2:10][CH2:11][C@@H:12]([CH2:30][C:31]1[N:32]=[CH:33][N:34]2[C:43]3[C:38](=[CH:39][C:40]([CH2:44][CH2:45][CH3:46])=[CH:41][CH:42]=3)[CH2:37][CH2:36][C:35]=12)[C:13]([O:15][C@H](C1C=CC=CC=1)[C@@H](N1CCCC1)C)=[O:14])=[O:7])([CH3:4])([CH3:3])[CH3:2], predict the reaction product. The product is: [C:1]([O:5][C:6]([NH:8][CH2:9][CH2:10][CH2:11][C@@H:12]([CH2:30][C:31]1[N:32]=[CH:33][N:34]2[C:43]3[C:38](=[CH:39][C:40]([CH2:44][CH2:45][CH3:46])=[CH:41][CH:42]=3)[CH2:37][CH2:36][C:35]=12)[C:13]([OH:15])=[O:14])=[O:7])([CH3:4])([CH3:3])[CH3:2]. (6) Given the reactants [Br:1][C:2]1[CH:7]=[CH:6][CH:5]=[C:4]([CH2:8][CH2:9][CH:10]=[CH2:11])[CH:3]=1.[OH-:12].[Na+].OO, predict the reaction product. The product is: [Br:1][C:2]1[CH:3]=[C:4]([CH2:8][CH2:9][CH2:10][CH2:11][OH:12])[CH:5]=[CH:6][CH:7]=1. (7) Given the reactants [NH2:1][C:2]1[CH:3]=[C:4]([OH:9])[CH:5]=[CH:6][C:7]=1[F:8].[H-].[Na+].[CH3:12][O:13][C:14](=[O:18])[C@H:15](Cl)[CH3:16].[Cl-].[NH4+], predict the reaction product. The product is: [CH3:12][O:13][C:14](=[O:18])[C@@H:15]([O:9][C:4]1[CH:5]=[CH:6][C:7]([F:8])=[C:2]([NH2:1])[CH:3]=1)[CH3:16].